Dataset: Peptide-MHC class I binding affinity with 185,985 pairs from IEDB/IMGT. Task: Regression. Given a peptide amino acid sequence and an MHC pseudo amino acid sequence, predict their binding affinity value. This is MHC class I binding data. (1) The binding affinity (normalized) is 0.0847. The peptide sequence is MRVLHLDLK. The MHC is HLA-B40:01 with pseudo-sequence HLA-B40:01. (2) The peptide sequence is KTDAGASTY. The MHC is HLA-A02:01 with pseudo-sequence HLA-A02:01. The binding affinity (normalized) is 0.0847.